From a dataset of Reaction yield outcomes from USPTO patents with 853,638 reactions. Predict the reaction yield, written as a fraction of the theoretical maximum amount of product (1.0 means a 100% yield; for example, 0.34 means a 34% yield). (1) The reactants are [H-].C([O:4][C:5]([C:7]1[N:8]=[C:9]2[N:17]=[C:16]3[N:11]([CH2:12][CH2:13][CH2:14][CH2:15]3)[N:10]2[CH:18]=1)=O)C.C(O)C.[Cl-].[NH4+]. The catalyst is C1(C)C=CC=CC=1.C1COCC1.C(OCC)(=O)C. The product is [N:8]1[C:7]([CH:5]=[O:4])=[CH:18][N:10]2[N:11]3[C:16]([CH2:15][CH2:14][CH2:13][CH2:12]3)=[N:17][C:9]=12. The yield is 0.580. (2) The yield is 0.550. The reactants are [NH:1]1[C:5]2[CH:6]=[CH:7][CH:8]=[CH:9][C:4]=2[N:3]=[C:2]1[NH:10][CH2:11][C:12]1[CH:17]=[CH:16][CH:15]=[C:14]([NH:18][C:19]2[CH:24]=[C:23](Cl)[N:22]=[CH:21][N:20]=2)[CH:13]=1.[CH3:26][O:27][C:28]1[CH:33]=[CH:32][CH:31]=[CH:30][C:29]=1B(O)O.C([O-])([O-])=O.[Na+].[Na+].O. The catalyst is C(COC)OC. The product is [NH:1]1[C:5]2[CH:6]=[CH:7][CH:8]=[CH:9][C:4]=2[N:3]=[C:2]1[NH:10][CH2:11][C:12]1[CH:17]=[CH:16][CH:15]=[C:14]([NH:18][C:19]2[CH:24]=[C:23]([C:29]3[CH:30]=[CH:31][CH:32]=[CH:33][C:28]=3[O:27][CH3:26])[N:22]=[CH:21][N:20]=2)[CH:13]=1. (3) The reactants are [C:1]([O:5][C:6]([N:8]1[CH2:13][CH2:12][CH:11]([C:14]([OH:16])=O)[CH2:10][CH2:9]1)=[O:7])([CH3:4])([CH3:3])[CH3:2].Cl.CN(C)CCCN=C=NCC.C(N(CC)CC)C.[Cl:36][C:37]1[CH:50]=[CH:49][C:40]([O:41][C:42]2[CH:47]=[CH:46][CH:45]=[CH:44][C:43]=2[NH2:48])=[CH:39][CH:38]=1. The catalyst is C(Cl)Cl.CN(C)C1C=CN=CC=1. The product is [C:1]([O:5][C:6]([N:8]1[CH2:9][CH2:10][CH:11]([C:14](=[O:16])[NH:48][C:43]2[CH:44]=[CH:45][CH:46]=[CH:47][C:42]=2[O:41][C:40]2[CH:49]=[CH:50][C:37]([Cl:36])=[CH:38][CH:39]=2)[CH2:12][CH2:13]1)=[O:7])([CH3:2])([CH3:3])[CH3:4]. The yield is 0.550. (4) The reactants are I[C:2]1[C:10]2[C:5](=[N:6][CH:7]=[N:8][C:9]=2[NH2:11])[N:4]([CH2:12][C:13]2[N:17]([C:18]3[CH:23]=[CH:22][CH:21]=[CH:20][CH:19]=3)[C:16]3[CH:24]=[CH:25][CH:26]=[CH:27][C:15]=3[N:14]=2)[N:3]=1.[F:28][C:29]1[CH:30]=[C:31](B(O)O)[CH:32]=[C:33]([OH:35])[CH:34]=1.[F-].[Cs+]. The catalyst is COCCOC.O.C1C=CC(P(C2C=CC=CC=2)[C-]2C=CC=C2)=CC=1.C1C=CC(P(C2C=CC=CC=2)[C-]2C=CC=C2)=CC=1.Cl[Pd]Cl.[Fe+2]. The product is [NH2:11][C:9]1[N:8]=[CH:7][N:6]=[C:5]2[N:4]([CH2:12][C:13]3[N:17]([C:18]4[CH:19]=[CH:20][CH:21]=[CH:22][CH:23]=4)[C:16]4[CH:24]=[CH:25][CH:26]=[CH:27][C:15]=4[N:14]=3)[N:3]=[C:2]([C:31]3[CH:32]=[C:33]([OH:35])[CH:34]=[C:29]([F:28])[CH:30]=3)[C:10]=12. The yield is 0.310. (5) The reactants are [C:1]1([S:7]([N:10]2[C:14]3=[N:15][CH:16]=[C:17]([F:19])[CH:18]=[C:13]3[CH:12]=[CH:11]2)(=[O:9])=[O:8])[CH:6]=[CH:5][CH:4]=[CH:3][CH:2]=1.C([Li])CCC.CCCCCC.[O:31]1[CH2:36][CH2:35][CH:34]([CH2:37][CH:38]=[O:39])[CH2:33][CH2:32]1. The catalyst is O1CCCC1. The product is [C:1]1([S:7]([N:10]2[C:14]3=[N:15][CH:16]=[C:17]([F:19])[CH:18]=[C:13]3[CH:12]=[C:11]2[CH:38]([OH:39])[CH2:37][CH:34]2[CH2:35][CH2:36][O:31][CH2:32][CH2:33]2)(=[O:9])=[O:8])[CH:6]=[CH:5][CH:4]=[CH:3][CH:2]=1. The yield is 0.840. (6) The reactants are C(OC(=O)[NH:7][CH2:8][C:9]1[CH:14]=[CH:13][CH:12]=[CH:11][C:10]=1[C:15]1[C:20]2[S:21][C:22]([C:24]3[C:29]([F:30])=[CH:28][N:27]=[C:26]([NH:31][CH2:32][CH2:33][N:34]4[CH:38]=[CH:37][N:36]=[N:35]4)[N:25]=3)=[CH:23][C:19]=2[CH:18]=[CH:17][CH:16]=1)(C)(C)C.C(O)(C(F)(F)F)=O. The catalyst is C(Cl)Cl. The product is [N:34]1([CH2:33][CH2:32][NH:31][C:26]2[N:25]=[C:24]([C:22]3[S:21][C:20]4[C:15]([C:10]5[CH:11]=[CH:12][CH:13]=[CH:14][C:9]=5[CH2:8][NH2:7])=[CH:16][CH:17]=[CH:18][C:19]=4[CH:23]=3)[C:29]([F:30])=[CH:28][N:27]=2)[CH:38]=[CH:37][N:36]=[N:35]1. The yield is 0.960. (7) The reactants are N1C=CC=CC=1.[CH2:7]([N:11]1[CH:16]=[CH:15][C:14]([OH:17])=[C:13]([Cl:18])[C:12]1=[O:19])[CH2:8][CH2:9][CH3:10].[F:20][C:21]([F:34])([F:33])[S:22](O[S:22]([C:21]([F:34])([F:33])[F:20])(=[O:24])=[O:23])(=[O:24])=[O:23]. The catalyst is C(Cl)Cl. The product is [CH2:7]([N:11]1[CH:16]=[CH:15][C:14]([O:17][S:22]([C:21]([F:34])([F:33])[F:20])(=[O:24])=[O:23])=[C:13]([Cl:18])[C:12]1=[O:19])[CH2:8][CH2:9][CH3:10]. The yield is 1.00.